From a dataset of Full USPTO retrosynthesis dataset with 1.9M reactions from patents (1976-2016). Predict the reactants needed to synthesize the given product. (1) Given the product [N:14]1[CH:15]=[CH:16][CH:17]=[CH:18][C:13]=1[C:10]1[NH:11][C:12]2[C:8]([CH:9]=1)=[CH:7][CH:6]=[CH:5][C:4]=2[NH2:1], predict the reactants needed to synthesize it. The reactants are: [N+:1]([C:4]1[CH:5]=[CH:6][CH:7]=[C:8]2[C:12]=1[NH:11][C:10]([C:13]1[CH:18]=[CH:17][CH:16]=[CH:15][N:14]=1)=[CH:9]2)([O-])=O.C(O)C. (2) Given the product [CH2:1]([O:5][C:6]1[CH:7]=[CH:8][C:9]([S:12]([CH:14]([CH:19]2[CH2:24][CH2:23][CH2:22][CH2:21][CH2:20]2)[C:15]([NH:17][OH:18])=[O:16])(=[O:25])=[O:13])=[CH:10][CH:11]=1)[C:2]#[C:3][CH3:4], predict the reactants needed to synthesize it. The reactants are: [CH2:1]([O:5][C:6]1[CH:11]=[CH:10][C:9]([S:12]([CH:14]([CH:19]2[CH2:24][CH2:23][CH2:22][CH2:21][CH2:20]2)[C:15]([NH:17][OH:18])=[O:16])=[O:13])=[CH:8][CH:7]=1)[C:2]#[C:3][CH3:4].[OH:25]OS([O-])=O.[K+]. (3) Given the product [Br:1][C:2]1[CH:3]=[CH:4][C:5]([C:8]([CH3:24])([CH3:23])[C@H:9]([N:14]([C:16]([O:18][C:19]([CH3:22])([CH3:21])[CH3:20])=[O:17])[CH3:15])[C:10]([OH:12])=[O:11])=[CH:6][CH:7]=1, predict the reactants needed to synthesize it. The reactants are: [Br:1][C:2]1[CH:7]=[CH:6][C:5]([C:8]([CH3:24])([CH3:23])[C@H:9]([N:14]([C:16]([O:18][C:19]([CH3:22])([CH3:21])[CH3:20])=[O:17])[CH3:15])[C:10]([O:12]C)=[O:11])=[CH:4][CH:3]=1.O.O.[OH-].[Li+].C(O)(=O)CC(CC(O)=O)(C(O)=O)O.